From a dataset of NCI-60 drug combinations with 297,098 pairs across 59 cell lines. Regression. Given two drug SMILES strings and cell line genomic features, predict the synergy score measuring deviation from expected non-interaction effect. (1) Drug 1: C1=C(C(=O)NC(=O)N1)F. Drug 2: CCCCCOC(=O)NC1=NC(=O)N(C=C1F)C2C(C(C(O2)C)O)O. Cell line: HCC-2998. Synergy scores: CSS=22.0, Synergy_ZIP=-8.47, Synergy_Bliss=-14.7, Synergy_Loewe=-14.3, Synergy_HSA=-12.2. (2) Drug 1: C1=CN(C=N1)CC(O)(P(=O)(O)O)P(=O)(O)O. Drug 2: B(C(CC(C)C)NC(=O)C(CC1=CC=CC=C1)NC(=O)C2=NC=CN=C2)(O)O. Cell line: CAKI-1. Synergy scores: CSS=8.54, Synergy_ZIP=2.16, Synergy_Bliss=-5.46, Synergy_Loewe=-11.4, Synergy_HSA=-11.4. (3) Drug 1: CC12CCC3C(C1CCC2O)C(CC4=C3C=CC(=C4)O)CCCCCCCCCS(=O)CCCC(C(F)(F)F)(F)F. Drug 2: CC(C)CN1C=NC2=C1C3=CC=CC=C3N=C2N. Cell line: SNB-75. Synergy scores: CSS=6.28, Synergy_ZIP=-0.505, Synergy_Bliss=3.25, Synergy_Loewe=5.24, Synergy_HSA=3.74. (4) Drug 1: CC1=CC=C(C=C1)C2=CC(=NN2C3=CC=C(C=C3)S(=O)(=O)N)C(F)(F)F. Drug 2: C1C(C(OC1N2C=NC(=NC2=O)N)CO)O. Cell line: ACHN. Synergy scores: CSS=13.1, Synergy_ZIP=5.52, Synergy_Bliss=1.42, Synergy_Loewe=-20.9, Synergy_HSA=1.12. (5) Drug 1: CC12CCC3C(C1CCC2NC(=O)OCC(F)(F)F)CCC4C3(C=CC(=O)N4C)C. Drug 2: C1=CC=C(C=C1)NC(=O)CCCCCCC(=O)NO. Cell line: SK-OV-3. Synergy scores: CSS=56.5, Synergy_ZIP=9.10, Synergy_Bliss=12.8, Synergy_Loewe=-13.6, Synergy_HSA=8.09. (6) Drug 1: CC(CN1CC(=O)NC(=O)C1)N2CC(=O)NC(=O)C2. Drug 2: C1=CN(C(=O)N=C1N)C2C(C(C(O2)CO)O)O.Cl. Cell line: BT-549. Synergy scores: CSS=35.2, Synergy_ZIP=-5.23, Synergy_Bliss=-0.801, Synergy_Loewe=-25.9, Synergy_HSA=1.43. (7) Drug 1: CC1CCC2CC(C(=CC=CC=CC(CC(C(=O)C(C(C(=CC(C(=O)CC(OC(=O)C3CCCCN3C(=O)C(=O)C1(O2)O)C(C)CC4CCC(C(C4)OC)O)C)C)O)OC)C)C)C)OC. Drug 2: CN(C(=O)NC(C=O)C(C(C(CO)O)O)O)N=O. Cell line: MCF7. Synergy scores: CSS=15.4, Synergy_ZIP=-8.23, Synergy_Bliss=-3.43, Synergy_Loewe=-31.7, Synergy_HSA=-3.07.